This data is from Forward reaction prediction with 1.9M reactions from USPTO patents (1976-2016). The task is: Predict the product of the given reaction. Given the reactants C([O:3][C:4]([C:6]1[N:19]([CH2:20][C:21]2[CH:25]=[C:24]([C:26]3[S:27][C:28]([Cl:31])=[CH:29][CH:30]=3)[O:23][N:22]=2)[C:9]2=[CH:10][N:11]=[C:12]([O:14][CH2:15][CH2:16][O:17][CH3:18])[CH:13]=[C:8]2[CH:7]=1)=[O:5])C, predict the reaction product. The product is: [Cl:31][C:28]1[S:27][C:26]([C:24]2[O:23][N:22]=[C:21]([CH2:20][N:19]3[C:9]4=[CH:10][N:11]=[C:12]([O:14][CH2:15][CH2:16][O:17][CH3:18])[CH:13]=[C:8]4[CH:7]=[C:6]3[C:4]([OH:5])=[O:3])[CH:25]=2)=[CH:30][CH:29]=1.